Dataset: Catalyst prediction with 721,799 reactions and 888 catalyst types from USPTO. Task: Predict which catalyst facilitates the given reaction. Reactant: [S:1]1[C:5]2[CH:6]=[CH:7][CH:8]=[CH:9][C:4]=2[N:3]=[C:2]1[CH2:10][CH:11]1[CH2:16][CH2:15][CH2:14][CH2:13][N:12]1C(=O)C(F)(F)F.[OH-].[Na+]. Product: [NH:12]1[CH2:13][CH2:14][CH2:15][CH2:16][CH:11]1[CH2:10][C:2]1[S:1][C:5]2[CH:6]=[CH:7][CH:8]=[CH:9][C:4]=2[N:3]=1. The catalyst class is: 5.